This data is from Forward reaction prediction with 1.9M reactions from USPTO patents (1976-2016). The task is: Predict the product of the given reaction. (1) Given the reactants [F:1][C:2]1[CH:7]=[CH:6][C:5]([NH:8][C:9]2[CH:14]=[CH:13][CH:12]=[CH:11][C:10]=2[N+:15]([O-])=O)=[CH:4][CH:3]=1, predict the reaction product. The product is: [F:1][C:2]1[CH:7]=[CH:6][C:5]([NH:8][C:9]2[C:10]([NH2:15])=[CH:11][CH:12]=[CH:13][CH:14]=2)=[CH:4][CH:3]=1. (2) The product is: [Cl:1][C:2]1[CH:10]=[CH:9][C:5]([C:6]([NH:17][C:18]2[C:19]([Cl:26])=[N:20][CH:21]=[N:22][C:23]=2[O:24][CH3:25])=[O:8])=[CH:4][C:3]=1[C:11]#[N:12]. Given the reactants [Cl:1][C:2]1[CH:10]=[CH:9][C:5]([C:6]([OH:8])=O)=[CH:4][C:3]=1[C:11]#[N:12].S(Cl)(Cl)=O.[NH2:17][C:18]1[C:19]([Cl:26])=[N:20][CH:21]=[N:22][C:23]=1[O:24][CH3:25], predict the reaction product. (3) The product is: [CH3:1][N:2]1[CH2:3][CH2:4][CH:5]([CH2:8][O:9][C:10]2[CH:11]=[C:12]([CH2:13][NH2:14])[CH:15]=[CH:16][CH:17]=2)[CH2:6][CH2:7]1. Given the reactants [CH3:1][N:2]1[CH2:7][CH2:6][CH:5]([CH2:8][O:9][C:10]2[CH:11]=[C:12]([CH:15]=[CH:16][CH:17]=2)[C:13]#[N:14])[CH2:4][CH2:3]1, predict the reaction product. (4) The product is: [NH2:21][CH:18]1[CH2:19][CH2:20][N:15]([CH2:14][CH2:13][N:10]2[C:11]3[C:6](=[CH:5][CH:4]=[C:3]([O:2][CH3:1])[CH:12]=3)[CH:7]=[CH:8][C:9]2=[O:29])[CH2:16][CH2:17]1. Given the reactants [CH3:1][O:2][C:3]1[CH:12]=[C:11]2[C:6]([CH:7]=[CH:8][C:9](=[O:29])[N:10]2[CH2:13][CH2:14][N:15]2[CH2:20][CH2:19][CH:18]([NH:21]C(=O)OC(C)(C)C)[CH2:17][CH2:16]2)=[CH:5][CH:4]=1.C1(C)C=CC=CC=1, predict the reaction product. (5) Given the reactants C(O)(C(F)(F)F)=O.[S:8]([O-:39])([O:11][N:12]1[C:18](=[O:19])[N:17]2[CH2:20][C@H:13]1[CH2:14][CH2:15][C@H:16]2[C:21]1[S:22][C:23]([N:26]2[CH2:31][CH2:30][N:29](C(OC(C)(C)C)=O)[CH2:28][CH2:27]2)=[N:24][N:25]=1)(=[O:10])=[O:9].[Na+], predict the reaction product. The product is: [S:8]([OH:39])([O:11][N:12]1[C:18](=[O:19])[N:17]2[CH2:20][C@H:13]1[CH2:14][CH2:15][C@H:16]2[C:21]1[S:22][C:23]([N:26]2[CH2:31][CH2:30][NH:29][CH2:28][CH2:27]2)=[N:24][N:25]=1)(=[O:9])=[O:10]. (6) Given the reactants [NH2:1][CH:2]([CH2:12][C:13]1[CH:18]=[CH:17][CH:16]=[CH:15][C:14]=1[C:19]([F:22])([F:21])[F:20])[CH:3]([C:5]1[CH:10]=[CH:9][C:8]([F:11])=[CH:7][CH:6]=1)[OH:4].[CH:23]1([C:29](Cl)=[O:30])[CH2:28][CH2:27][CH2:26][CH2:25][CH2:24]1.C(=O)([O-])O.[Na+], predict the reaction product. The product is: [F:11][C:8]1[CH:9]=[CH:10][C:5]([CH:3]([OH:4])[CH:2]([NH:1][C:29]([CH:23]2[CH2:28][CH2:27][CH2:26][CH2:25][CH2:24]2)=[O:30])[CH2:12][C:13]2[CH:18]=[CH:17][CH:16]=[CH:15][C:14]=2[C:19]([F:22])([F:20])[F:21])=[CH:6][CH:7]=1. (7) Given the reactants [I:1]I.[OH-].[K+].[CH3:5][C:6]1[CH:7]=[C:8]2[C:12](=[CH:13][C:14]=1[N+:15]([O-:17])=[O:16])[NH:11][N:10]=[CH:9]2.OS([O-])=O.[Na+], predict the reaction product. The product is: [I:1][C:9]1[C:8]2[C:12](=[CH:13][C:14]([N+:15]([O-:17])=[O:16])=[C:6]([CH3:5])[CH:7]=2)[NH:11][N:10]=1. (8) Given the reactants [Cl:1][C:2]1[C:3]([N:8]2[C:12]([C:13]3[O:18][C:17](=[O:19])[C:16]4[CH:20]=[C:21]([I:25])[CH:22]=[C:23]([CH3:24])[C:15]=4[N:14]=3)=[CH:11][C:10]([C:26]([F:29])([F:28])[F:27])=[N:9]2)=[N:4][CH:5]=[CH:6][CH:7]=1.[CH3:30][NH2:31], predict the reaction product. The product is: [Cl:1][C:2]1[C:3]([N:8]2[C:12]([C:13]([NH:14][C:15]3[C:16]([C:17]([NH:31][CH3:30])=[O:19])=[CH:20][C:21]([I:25])=[CH:22][C:23]=3[CH3:24])=[O:18])=[CH:11][C:10]([C:26]([F:27])([F:29])[F:28])=[N:9]2)=[N:4][CH:5]=[CH:6][CH:7]=1. (9) The product is: [C:22]([O:26][C:27]([NH:29][C@@H:30]([C:36]([N:11]([CH:12]1[CH2:13][CH2:14]1)[CH2:10][C:9]([NH:8][CH2:7][C:6]1[CH:16]=[C:2]([Cl:1])[CH:3]=[CH:4][C:5]=1[N:17]1[CH:21]=[N:20][N:19]=[N:18]1)=[O:15])=[O:37])[CH2:31][C:32]([CH3:35])([CH3:34])[CH3:33])=[O:28])([CH3:25])([CH3:24])[CH3:23]. Given the reactants [Cl:1][C:2]1[CH:3]=[CH:4][C:5]([N:17]2[CH:21]=[N:20][N:19]=[N:18]2)=[C:6]([CH:16]=1)[CH2:7][NH:8][C:9](=[O:15])[CH2:10][NH:11][CH:12]1[CH2:14][CH2:13]1.[C:22]([O:26][C:27]([NH:29][C@@H:30]([C:36](O)=[O:37])[CH2:31][C:32]([CH3:35])([CH3:34])[CH3:33])=[O:28])([CH3:25])([CH3:24])[CH3:23].C(Cl)CCl.C1C=NC2N(O)N=NC=2C=1, predict the reaction product.